Predict the reactants needed to synthesize the given product. From a dataset of Full USPTO retrosynthesis dataset with 1.9M reactions from patents (1976-2016). (1) The reactants are: [O:1]1[CH2:5][CH2:4][CH2:3][C@@H:2]1[CH2:6][OH:7].[F:8][C:9]1[CH:18]=[C:17](O)[CH:16]=[CH:15][C:10]=1[C:11]([O:13][CH3:14])=[O:12]. Given the product [F:8][C:9]1[CH:18]=[C:17]([O:7][CH2:6][C@H:2]2[CH2:3][CH2:4][CH2:5][O:1]2)[CH:16]=[CH:15][C:10]=1[C:11]([O:13][CH3:14])=[O:12], predict the reactants needed to synthesize it. (2) Given the product [F:1][C:2]1[CH:7]=[CH:6][C:5]([S:8]([NH:12][C:13]2[CH:14]=[C:15]([CH:25]=[CH:26][C:27]=2[O:28][CH3:29])[C:16]([NH:18][C:19]2[CH:24]=[CH:23][CH:22]=[CH:21][CH:20]=2)=[O:17])(=[O:10])=[O:9])=[CH:4][CH:3]=1, predict the reactants needed to synthesize it. The reactants are: [F:1][C:2]1[CH:7]=[CH:6][C:5]([S:8](Cl)(=[O:10])=[O:9])=[CH:4][CH:3]=1.[NH2:12][C:13]1[CH:14]=[C:15]([CH:25]=[CH:26][C:27]=1[O:28][CH3:29])[C:16]([NH:18][C:19]1[CH:24]=[CH:23][CH:22]=[CH:21][CH:20]=1)=[O:17]. (3) Given the product [CH3:1][O:2][C:3]1[C:8]([C:9]2[CH:14]=[CH:13][CH:12]=[C:11]([N+:15]([O-:17])=[O:16])[CH:10]=2)=[CH:7][C:6]([CH2:18][N:19]2[CH:24]=[CH:23][C:22]([C:25]([NH2:26])=[O:29])=[CH:21][C:20]2=[O:27])=[CH:5][CH:4]=1, predict the reactants needed to synthesize it. The reactants are: [CH3:1][O:2][C:3]1[C:8]([C:9]2[CH:14]=[CH:13][CH:12]=[C:11]([N+:15]([O-:17])=[O:16])[CH:10]=2)=[CH:7][C:6]([CH2:18][N:19]2[CH:24]=[CH:23][C:22]([C:25]#[N:26])=[CH:21][C:20]2=[O:27])=[CH:5][CH:4]=1.Cl.[OH-:29].[Na+]. (4) Given the product [C:1]([C:3]([CH3:8])([CH3:7])[C:4]([NH:6][C:10](=[O:11])[NH:34][C:31]1[CH:30]=[CH:29][C:28]([O:27][C:25]2[CH:24]=[CH:23][N:22]=[C:21]([C:19]3[CH:18]=[N:17][N:16]([CH3:15])[CH:20]=3)[CH:26]=2)=[CH:33][N:32]=1)=[O:5])#[N:2], predict the reactants needed to synthesize it. The reactants are: [C:1]([C:3]([CH3:8])([CH3:7])[C:4]([NH2:6])=[O:5])#[N:2].C(Cl)(=O)[C:10](Cl)=[O:11].[CH3:15][N:16]1[CH:20]=[C:19]([C:21]2[CH:26]=[C:25]([O:27][C:28]3[CH:29]=[CH:30][C:31]([NH2:34])=[N:32][CH:33]=3)[CH:24]=[CH:23][N:22]=2)[CH:18]=[N:17]1.N1C=CC=CC=1. (5) Given the product [Cl:37][C:23]1[CH:22]=[C:21]2[C:26](=[CH:25][C:24]=1[CH2:27][C:28]1[CH:33]=[CH:32][C:31]([CH:34]([CH3:36])[CH3:35])=[CH:30][CH:29]=1)[C@:17]1([C@H:16]([OH:38])[C@@H:15]([OH:39])[C@H:14]([OH:40])[C@@H:13]([CH2:12][N:42]([CH3:43])[CH3:41])[O:18]1)[O:19][CH2:20]2, predict the reactants needed to synthesize it. The reactants are: CC1C=CC(S(O[CH2:12][C@H:13]2[O:18][C@@:17]3([C:26]4[C:21](=[CH:22][C:23]([Cl:37])=[C:24]([CH2:27][C:28]5[CH:33]=[CH:32][C:31]([CH:34]([CH3:36])[CH3:35])=[CH:30][CH:29]=5)[CH:25]=4)[CH2:20][O:19]3)[C@H:16]([OH:38])[C@@H:15]([OH:39])[C@@H:14]2[OH:40])(=O)=O)=CC=1.[CH3:41][N:42](Cl)[CH3:43].CCN(CC)CC.